This data is from M1 muscarinic receptor agonist screen with 61,833 compounds. The task is: Binary Classification. Given a drug SMILES string, predict its activity (active/inactive) in a high-throughput screening assay against a specified biological target. (1) The compound is O1CCN(CCn2c(N3CCOCC3)nc3n(c(=O)[nH]c(=O)c23)C)CC1. The result is 0 (inactive). (2) The result is 0 (inactive). The compound is S(=O)(=O)(C1=C(N2CCOCC2)CCCCCC1)Cc1ccccc1.